Dataset: Forward reaction prediction with 1.9M reactions from USPTO patents (1976-2016). Task: Predict the product of the given reaction. (1) Given the reactants [Si]([O:8][C@H:9]1[C@@H:13]([O:14][Si](C(C)(C)C)(C)C)[C@H:12]([N:22]2[CH:27]=[CH:26][C:25](=[O:28])[N:24]([CH2:29][C:30]3[CH:35]=[CH:34][C:33]([O:36][CH3:37])=[CH:32][CH:31]=3)[C:23]2=[O:38])[O:11][CH:10]1[C@H:39]([OH:71])[C@@H:40]([C:64]([O:66][C:67]([CH3:70])([CH3:69])[CH3:68])=[O:65])[NH:41][CH2:42][CH2:43][CH2:44][NH:45][C:46](=[O:63])[C@H:47]([CH2:59][CH:60]([CH3:62])[CH3:61])[NH:48][C:49](=[O:58])[O:50][CH2:51][C:52]1[CH:57]=[CH:56][CH:55]=[CH:54][CH:53]=1)(C(C)(C)C)(C)C.[F-].C([N+](CCCC)(CCCC)CCCC)CCC, predict the reaction product. The product is: [OH:8][C@H:9]1[C@@H:13]([OH:14])[C@H:12]([N:22]2[CH:27]=[CH:26][C:25](=[O:28])[N:24]([CH2:29][C:30]3[CH:31]=[CH:32][C:33]([O:36][CH3:37])=[CH:34][CH:35]=3)[C:23]2=[O:38])[O:11][CH:10]1[C@H:39]([OH:71])[C@@H:40]([C:64]([O:66][C:67]([CH3:68])([CH3:70])[CH3:69])=[O:65])[NH:41][CH2:42][CH2:43][CH2:44][NH:45][C:46](=[O:63])[C@H:47]([CH2:59][CH:60]([CH3:61])[CH3:62])[NH:48][C:49](=[O:58])[O:50][CH2:51][C:52]1[CH:53]=[CH:54][CH:55]=[CH:56][CH:57]=1. (2) Given the reactants [Cl:1][C:2]1[CH:11]=[CH:10][CH:9]=[C:8]([Cl:12])[C:3]=1[C:4](Cl)=[N:5][OH:6].[C:13]([C:15]1[CH:16]=[C:17]([NH:21][CH2:22][CH2:23][P:24](=[O:31])([O:28][CH2:29][CH3:30])[O:25][CH2:26][CH3:27])[CH:18]=[CH:19][CH:20]=1)#[CH:14].C(N(CC)CC)C, predict the reaction product. The product is: [Cl:1][C:2]1[CH:11]=[CH:10][CH:9]=[C:8]([Cl:12])[C:3]=1[C:4]1[CH:14]=[C:13]([C:15]2[CH:16]=[C:17]([NH:21][CH2:22][CH2:23][P:24](=[O:31])([O:28][CH2:29][CH3:30])[O:25][CH2:26][CH3:27])[CH:18]=[CH:19][CH:20]=2)[O:6][N:5]=1. (3) Given the reactants B(F)(F)F.CSC.C[O:9][C:10]1[CH:11]=[C:12]([C:17]2[N:21]([CH2:22][C:23]#[N:24])[N:20]=[CH:19][C:18]=2[C:25]2[CH:30]=[CH:29][N:28]=[C:27]([C:31]3[CH:32]=[N:33][CH:34]=[CH:35][CH:36]=3)[CH:26]=2)[CH:13]=[C:14]([CH3:16])[CH:15]=1, predict the reaction product. The product is: [OH:9][C:10]1[CH:11]=[C:12]([C:17]2[N:21]([CH2:22][C:23]#[N:24])[N:20]=[CH:19][C:18]=2[C:25]2[CH:30]=[CH:29][N:28]=[C:27]([C:31]3[CH:32]=[N:33][CH:34]=[CH:35][CH:36]=3)[CH:26]=2)[CH:13]=[C:14]([CH3:16])[CH:15]=1.